This data is from NCI-60 drug combinations with 297,098 pairs across 59 cell lines. The task is: Regression. Given two drug SMILES strings and cell line genomic features, predict the synergy score measuring deviation from expected non-interaction effect. (1) Drug 1: C1=CC(=CC=C1C#N)C(C2=CC=C(C=C2)C#N)N3C=NC=N3. Drug 2: CC1=C(C(=O)C2=C(C1=O)N3CC4C(C3(C2COC(=O)N)OC)N4)N. Cell line: NCI-H522. Synergy scores: CSS=38.9, Synergy_ZIP=-5.17, Synergy_Bliss=-1.40, Synergy_Loewe=-14.3, Synergy_HSA=-1.36. (2) Drug 1: CN(C)C1=NC(=NC(=N1)N(C)C)N(C)C. Drug 2: CC1=CC=C(C=C1)C2=CC(=NN2C3=CC=C(C=C3)S(=O)(=O)N)C(F)(F)F. Cell line: TK-10. Synergy scores: CSS=-10.5, Synergy_ZIP=2.26, Synergy_Bliss=-3.54, Synergy_Loewe=-8.90, Synergy_HSA=-8.15. (3) Drug 1: CN(C)N=NC1=C(NC=N1)C(=O)N. Drug 2: CC1CCC2CC(C(=CC=CC=CC(CC(C(=O)C(C(C(=CC(C(=O)CC(OC(=O)C3CCCCN3C(=O)C(=O)C1(O2)O)C(C)CC4CCC(C(C4)OC)OCCO)C)C)O)OC)C)C)C)OC. Cell line: SK-MEL-5. Synergy scores: CSS=15.6, Synergy_ZIP=-0.289, Synergy_Bliss=2.32, Synergy_Loewe=-8.11, Synergy_HSA=0.396. (4) Drug 1: CC1OCC2C(O1)C(C(C(O2)OC3C4COC(=O)C4C(C5=CC6=C(C=C35)OCO6)C7=CC(=C(C(=C7)OC)O)OC)O)O. Drug 2: CC(C1=C(C=CC(=C1Cl)F)Cl)OC2=C(N=CC(=C2)C3=CN(N=C3)C4CCNCC4)N. Cell line: HL-60(TB). Synergy scores: CSS=53.1, Synergy_ZIP=-2.31, Synergy_Bliss=-3.00, Synergy_Loewe=-12.7, Synergy_HSA=-3.72.